Dataset: Forward reaction prediction with 1.9M reactions from USPTO patents (1976-2016). Task: Predict the product of the given reaction. (1) Given the reactants [Cl:1][C:2]1[CH:7]=[CH:6][C:5]([C:8]2[CH:13]=[C:12]([CH:14]([F:16])[F:15])[N:11]3[N:17]=[CH:18][C:19]([C:20](O)=[O:21])=[C:10]3[N:9]=2)=[CH:4][C:3]=1[CH3:23].[NH2:24][C:25]1[CH:34]=[CH:33][C:28]([C:29]([NH:31]O)=[NH:30])=[CH:27][N:26]=1, predict the reaction product. The product is: [Cl:1][C:2]1[CH:7]=[CH:6][C:5]([C:8]2[CH:13]=[C:12]([CH:14]([F:15])[F:16])[N:11]3[N:17]=[CH:18][C:19]([C:20]4[O:21][N:31]=[C:29]([C:28]5[CH:33]=[CH:34][C:25]([NH2:24])=[N:26][CH:27]=5)[N:30]=4)=[C:10]3[N:9]=2)=[CH:4][C:3]=1[CH3:23]. (2) Given the reactants ClC1C(N2CC(COC3C(C4CC4)=CC(C(OC)=O)=C(F)C=3)(C)C2)=NC=C(C(F)(F)F)C=1.[Cl:33][C:34]1[CH:35]=[CH:36][C:37]([N:44]2[CH2:47][C:46]([CH2:49][O:50][C:51]3[C:60]([CH:61]4[CH2:63][CH2:62]4)=[CH:59][C:54]([C:55]([O:57]C)=[O:56])=[C:53]([F:64])[CH:52]=3)([CH3:48])[CH2:45]2)=[N:38][C:39]=1[C:40]([F:43])([F:42])[F:41], predict the reaction product. The product is: [Cl:33][C:34]1[CH:35]=[CH:36][C:37]([N:44]2[CH2:45][C:46]([CH2:49][O:50][C:51]3[C:60]([CH:61]4[CH2:63][CH2:62]4)=[CH:59][C:54]([C:55]([OH:57])=[O:56])=[C:53]([F:64])[CH:52]=3)([CH3:48])[CH2:47]2)=[N:38][C:39]=1[C:40]([F:41])([F:42])[F:43]. (3) Given the reactants [H-].[Na+].[CH:3]1([NH:9][C@H:10]2[CH2:15][CH2:14][C@@H:13]([OH:16])[CH2:12][CH2:11]2)[CH2:8][CH2:7][CH2:6][CH2:5][CH2:4]1.[CH2:17](Br)[CH2:18][CH3:19], predict the reaction product. The product is: [CH:3]1([NH:9][C@H:10]2[CH2:15][CH2:14][C@@H:13]([O:16][CH2:17][CH2:18][CH3:19])[CH2:12][CH2:11]2)[CH2:4][CH2:5][CH2:6][CH2:7][CH2:8]1. (4) Given the reactants C[O:2][C:3]([C@H:5]1[C@H:9]([C:10]2[CH:15]=[CH:14][C:13]([Cl:16])=[CH:12][CH:11]=2)[CH2:8][N:7]([CH2:17][C:18]2[CH:23]=[CH:22][CH:21]=[CH:20][CH:19]=2)[CH2:6]1)=O.C([NH2:26])=O.C[O-].[Na+], predict the reaction product. The product is: [CH2:17]([N:7]1[CH2:8][C@@H:9]([C:10]2[CH:15]=[CH:14][C:13]([Cl:16])=[CH:12][CH:11]=2)[C@H:5]([C:3]([NH2:26])=[O:2])[CH2:6]1)[C:18]1[CH:23]=[CH:22][CH:21]=[CH:20][CH:19]=1. (5) Given the reactants N[C:2]1[CH:3]=[CH:4][C:5]([O:40][CH3:41])=[C:6]([C:8]2[CH:13]=[CH:12][C:11]([C:14]([F:17])([F:16])[F:15])=[CH:10][C:9]=2[CH2:18][N:19]2[C@@H:23]([CH3:24])[C@@H:22]([C:25]3[CH:30]=[C:29]([C:31]([F:34])([F:33])[F:32])[CH:28]=[C:27]([C:35]([F:38])([F:37])[F:36])[CH:26]=3)[O:21][C:20]2=[O:39])[CH:7]=1.N#N.[CH3:44][S:45]SC.N(OC(C)(C)C)=O, predict the reaction product. The product is: [F:36][C:35]([F:38])([F:37])[C:27]1[CH:26]=[C:25]([C@H:22]2[O:21][C:20](=[O:39])[N:19]([CH2:18][C:9]3[CH:10]=[C:11]([C:14]([F:15])([F:17])[F:16])[CH:12]=[CH:13][C:8]=3[C:6]3[CH:7]=[C:2]([S:45][CH3:44])[CH:3]=[CH:4][C:5]=3[O:40][CH3:41])[C@H:23]2[CH3:24])[CH:30]=[C:29]([C:31]([F:32])([F:33])[F:34])[CH:28]=1. (6) Given the reactants [Br:1][C:2]1[C:3]2[N:4]([C:9](I)=[CH:10][N:11]=2)[N:5]=[C:6](Cl)[CH:7]=1.[BrH:13], predict the reaction product. The product is: [Br:13][C:6]1[CH:7]=[C:2]([Br:1])[C:3]2[N:4]([CH:9]=[CH:10][N:11]=2)[N:5]=1. (7) Given the reactants CCN(S(F)(F)[F:7])CC.[C@@H:10]12[CH2:16][C@@H:13]([CH2:14][CH2:15]1)[CH2:12][C@@H:11]2[NH:17][C:18]1[S:19][C:20]([C:25](O)([CH3:27])[CH3:26])([CH3:24])[C:21](=[O:23])[N:22]=1, predict the reaction product. The product is: [C@@H:10]12[CH2:16][C@@H:13]([CH2:14][CH2:15]1)[CH2:12][C@@H:11]2[NH:17][C:18]1[S:19][C:20]([C:25]([F:7])([CH3:27])[CH3:26])([CH3:24])[C:21](=[O:23])[N:22]=1. (8) Given the reactants C[O:2][C:3](=[O:27])[CH2:4][C@H:5]([C:9]1[CH:14]=[CH:13][C:12]([O:15][CH2:16][C:17]2[CH2:26][CH2:25][CH2:24][C:19]3([CH2:23][CH2:22][CH2:21][CH2:20]3)[CH:18]=2)=[CH:11][CH:10]=1)[C:6]#[C:7][CH3:8].O1CCCC1.[OH-].[Na+].Cl, predict the reaction product. The product is: [CH2:20]1[C:19]2([CH2:24][CH2:25][CH2:26][C:17]([CH2:16][O:15][C:12]3[CH:11]=[CH:10][C:9]([C@H:5]([C:6]#[C:7][CH3:8])[CH2:4][C:3]([OH:27])=[O:2])=[CH:14][CH:13]=3)=[CH:18]2)[CH2:23][CH2:22][CH2:21]1. (9) The product is: [C:6]([C:10]1[CH:14]=[C:13]([N:15]=[C:1]=[O:4])[N:12]([C:16]2[CH:17]=[CH:18][C:19]([CH3:22])=[CH:20][CH:21]=2)[N:11]=1)([CH3:9])([CH3:8])[CH3:7]. Given the reactants [C:1]([O-:4])(O)=O.[Na+].[C:6]([C:10]1[CH:14]=[C:13]([NH2:15])[N:12]([C:16]2[CH:21]=[CH:20][C:19]([CH3:22])=[CH:18][CH:17]=2)[N:11]=1)([CH3:9])([CH3:8])[CH3:7].ClC(OC(Cl)=O)(Cl)Cl, predict the reaction product.